This data is from Catalyst prediction with 721,799 reactions and 888 catalyst types from USPTO. The task is: Predict which catalyst facilitates the given reaction. (1) Reactant: N1C=CC=CC=1.[F:7]N1N=C(F)C=C(F)N1.[NH2:16][C:17]1([C:22]2[N:30]=[C:29]([Cl:31])[CH:28]=[CH:27][C:23]=2[C:24](O)=[O:25])[CH2:21][CH2:20][CH2:19][CH2:18]1. Product: [NH2:16][C:17]1([C:22]2[N:30]=[C:29]([Cl:31])[CH:28]=[CH:27][C:23]=2[C:24]([F:7])=[O:25])[CH2:21][CH2:20][CH2:19][CH2:18]1. The catalyst class is: 4. (2) Reactant: C[O:2][C:3]1[CH:8]=[CH:7][C:6]([N:9]2[C:18]([CH3:19])=[CH:17][C:16]3[C:11](=[CH:12][CH:13]=[CH:14][CH:15]=3)[C:10]2=[O:20])=[CH:5][CH:4]=1.B(Br)(Br)Br.C(=O)([O-])O.[Na+]. Product: [OH:2][C:3]1[CH:8]=[CH:7][C:6]([N:9]2[C:18]([CH3:19])=[CH:17][C:16]3[C:11](=[CH:12][CH:13]=[CH:14][CH:15]=3)[C:10]2=[O:20])=[CH:5][CH:4]=1. The catalyst class is: 2. (3) Reactant: [Br:1][C:2]1[CH:3]=[CH:4][C:5]([C:8]2[CH2:12][C@@H:11]([CH2:13][O:14][CH2:15][CH2:16][NH2:17])[O:10][N:9]=2)=[N:6][CH:7]=1.N1C=CC=CC=1.CS([CH2:28][C:29](OC(=O)CS(C)(=O)=O)=[O:30])(=O)=O. Product: [Br:1][C:2]1[CH:3]=[CH:4][C:5]([C:8]2[CH2:12][C@@H:11]([CH2:13][O:14][CH2:15][CH2:16][NH:17][C:29](=[O:30])[CH3:28])[O:10][N:9]=2)=[N:6][CH:7]=1. The catalyst class is: 119. (4) Reactant: FC(F)(F)C(O)=O.[CH2:8]([N:10]([CH2:64][CH3:65])[CH2:11][CH2:12][NH:13][C:14]([C:16]1[CH:17]=[CH:18][C:19]([CH2:62][CH3:63])=[C:20]([C:22]2[CH:27]=[CH:26][C:25]([CH2:28][C@H:29]([NH:44][C:45]([C@H:47]3[CH2:52][CH2:51][C@H:50]([CH2:53][NH:54]C(=O)OC(C)(C)C)[CH2:49][CH2:48]3)=[O:46])[C:30](=[O:43])[NH:31][C:32]3[CH:37]=[CH:36][C:35]([C:38]4[N:39]=[N:40][NH:41][N:42]=4)=[CH:34][CH:33]=3)=[CH:24][CH:23]=2)[CH:21]=1)=[O:15])[CH3:9].[ClH:66]. Product: [ClH:66].[NH2:54][CH2:53][C@H:50]1[CH2:49][CH2:48][C@H:47]([C:45]([NH:44][C@H:29]([C:30](=[O:43])[NH:31][C:32]2[CH:37]=[CH:36][C:35]([C:38]3[N:39]=[N:40][NH:41][N:42]=3)=[CH:34][CH:33]=2)[CH2:28][C:25]2[CH:26]=[CH:27][C:22]([C:20]3[C:19]([CH2:62][CH3:63])=[CH:18][CH:17]=[C:16]([C:14]([NH:13][CH2:12][CH2:11][N:10]([CH2:64][CH3:65])[CH2:8][CH3:9])=[O:15])[CH:21]=3)=[CH:23][CH:24]=2)=[O:46])[CH2:52][CH2:51]1. The catalyst class is: 12. (5) Reactant: [CH3:1][CH:2]([CH3:5])[CH2:3][NH2:4].[F:6][C:7]([F:15])([F:14])[CH2:8][CH:9]([CH3:13])[C:10](O)=[O:11].C(N(CC)CC)C.F[P-](F)(F)(F)(F)F.N1(O[P+](N(C)C)(N(C)C)N(C)C)C2C=CC=CC=2N=N1. Product: [F:6][C:7]([F:15])([F:14])[CH2:8][CH:9]([CH3:13])[C:10]([NH:4][CH2:3][CH:2]([CH3:5])[CH3:1])=[O:11]. The catalyst class is: 215. (6) Reactant: [Br:1][C:2]1[CH:3]=[CH:4][C:5]([CH:8]=[O:9])=[N:6][CH:7]=1.[CH:10]1([Mg]Br)[CH2:12][CH2:11]1. Product: [Br:1][C:2]1[CH:3]=[CH:4][C:5]([CH:8]([CH:10]2[CH2:12][CH2:11]2)[OH:9])=[N:6][CH:7]=1. The catalyst class is: 1. (7) Reactant: [CH2:1]=[C:2]1[CH2:5][CH:4]([C:6]#[N:7])[CH2:3]1.Cl[C:9]1[C:14]([F:15])=[CH:13][CH:12]=[CH:11][N:10]=1.C[Si]([N-][Si](C)(C)C)(C)C.[Na+]. Product: [F:15][C:14]1[C:9]([C:4]2([C:6]#[N:7])[CH2:5][C:2](=[CH2:1])[CH2:3]2)=[N:10][CH:11]=[CH:12][CH:13]=1. The catalyst class is: 11. (8) Reactant: [NH:1]([C:20]([O:22][CH2:23][C:24]1[CH:29]=[CH:28][CH:27]=[CH:26][CH:25]=1)=[O:21])[C@H:2]([C:6]([NH:8][C@H:9]([C:17]([OH:19])=[O:18])[CH2:10][CH2:11][CH2:12][NH:13][C:14]([NH2:16])=[O:15])=[O:7])[CH:3]([CH3:5])[CH3:4].[NH2:30][C:31]1[CH:38]=[CH:37][C:34]([CH2:35][OH:36])=[CH:33][CH:32]=1.[C:39](=O)([O:50]C1C=CC([N+]([O-])=O)=CC=1)[O:40][C:41]1[CH:46]=[CH:45][C:44]([N+:47]([O-:49])=[O:48])=[CH:43][CH:42]=1.N1C=CC=CC=1.CCN(C(C)C)C(C)C. Product: [NH:1]([C:20]([O:22][CH2:23][C:24]1[CH:29]=[CH:28][CH:27]=[CH:26][CH:25]=1)=[O:21])[C@H:2]([C:6]([NH:8][C@H:9]([C:17]([OH:19])=[O:18])[CH2:10][CH2:11][CH2:12][NH:13][C:14]([NH2:16])=[O:15])=[O:7])[CH:3]([CH3:5])[CH3:4].[C:39](=[O:50])([O:40][C:41]1[CH:42]=[CH:43][C:44]([N+:47]([O-:49])=[O:48])=[CH:45][CH:46]=1)[O:36][CH2:35][C:34]1[CH:37]=[CH:38][C:31]([NH2:30])=[CH:32][CH:33]=1. The catalyst class is: 3. (9) Reactant: Br[C:2]1[CH:28]=[CH:27][C:5]2[C:6]3[N:7]=[C:8]([C:14]4[N:15]([C:19]5[CH:24]=[CH:23][C:22]([F:25])=[CH:21][C:20]=5[F:26])[N:16]=[CH:17][N:18]=4)[S:9][C:10]=3[CH2:11][CH2:12][O:13][C:4]=2[CH:3]=1.C([O-])(=O)C.[K+].C(#N)C.O.O1CCCCC1[O:44][CH2:45][CH2:46][N:47]1[CH:51]=[C:50](B2OC(C)(C)C(C)(C)O2)[CH:49]=[N:48]1.Cl. Product: [F:26][C:20]1[CH:21]=[C:22]([F:25])[CH:23]=[CH:24][C:19]=1[N:15]1[C:14]([C:8]2[S:9][C:10]3[CH2:11][CH2:12][O:13][C:4]4[CH:3]=[C:2]([C:50]5[CH:49]=[N:48][N:47]([CH2:46][CH2:45][OH:44])[CH:51]=5)[CH:28]=[CH:27][C:5]=4[C:6]=3[N:7]=2)=[N:18][CH:17]=[N:16]1. The catalyst class is: 532.